From a dataset of Catalyst prediction with 721,799 reactions and 888 catalyst types from USPTO. Predict which catalyst facilitates the given reaction. (1) Reactant: [CH:1]1([NH2:7])[CH2:6][CH2:5][CH2:4][CH2:3][CH2:2]1.C[Al](C)C.C1(C)C=CC=CC=1.[CH3:19][C:20]1([C:35](OCC)=[O:36])[CH2:25][CH2:24][CH2:23][N:22]([S:26]([C:29]2[CH:34]=[CH:33][CH:32]=[CH:31][CH:30]=2)(=[O:28])=[O:27])[CH2:21]1. Product: [CH:1]1([NH:7][C:35]([C:20]2([CH3:19])[CH2:25][CH2:24][CH2:23][N:22]([S:26]([C:29]3[CH:34]=[CH:33][CH:32]=[CH:31][CH:30]=3)(=[O:27])=[O:28])[CH2:21]2)=[O:36])[CH2:6][CH2:5][CH2:4][CH2:3][CH2:2]1. The catalyst class is: 2. (2) Reactant: [CH3:1][O:2][C:3]1[CH:27]=[CH:26][C:6]([CH2:7][O:8][C:9]2[CH:10]=[CH:11][C:12]([NH:15][S:16]([C:19]3[CH:24]=[CH:23][C:22]([CH3:25])=[CH:21][CH:20]=3)(=[O:18])=[O:17])=[N:13][CH:14]=2)=[CH:5][CH:4]=1.C(N(CC)C(C)C)(C)C.I[CH2:38][C:39]([NH2:41])=[O:40].C(OCC)(=O)C. Product: [CH3:1][O:2][C:3]1[CH:4]=[CH:5][C:6]([CH2:7][O:8][C:9]2[CH:10]=[CH:11][C:12](=[N:15][S:16]([C:19]3[CH:24]=[CH:23][C:22]([CH3:25])=[CH:21][CH:20]=3)(=[O:18])=[O:17])[N:13]([CH2:38][C:39]([NH2:41])=[O:40])[CH:14]=2)=[CH:26][CH:27]=1. The catalyst class is: 35. (3) Reactant: CC[C@@H]1[C@@H]2C[C@H]([C@@H](OC3C4C(=CC=CC=4)C(O[C@@H](C4C=CN=C5C=4C=C(OC)C=C5)[C@@H]4N5C[C@H](CC)[C@@H](CC5)C4)=NN=3)C3C=CN=C4C=3C=C([O:22]C)C=C4)N(CC2)C1.C([C:62]1[CH:63]=[C:64]([F:69])[C:65]([Cl:68])=[N:66][CH:67]=1)C=C.S([O-])([O-])=O.[Na+].[Na+].[C:76]([OH:80])(C)([CH3:78])[CH3:77]. Product: [Cl:68][C:65]1[N:66]=[CH:67][C:62]([CH2:77][C@@H:76]([OH:80])[CH2:78][OH:22])=[CH:63][C:64]=1[F:69]. The catalyst class is: 6. (4) Reactant: [CH3:1][N:2]1[C:6]([C:7]2[CH:12]=[C:11]([O:13][C:14]3[CH:15]=[N:16][C:17]([N+:20]([O-])=O)=[CH:18][CH:19]=3)[CH:10]=[CH:9][N:8]=2)=[CH:5][N:4]=[C:3]1[CH3:23]. The catalyst class is: 19. Product: [CH3:1][N:2]1[C:6]([C:7]2[CH:12]=[C:11]([O:13][C:14]3[CH:19]=[CH:18][C:17]([NH2:20])=[N:16][CH:15]=3)[CH:10]=[CH:9][N:8]=2)=[CH:5][N:4]=[C:3]1[CH3:23].